Regression. Given two drug SMILES strings and cell line genomic features, predict the synergy score measuring deviation from expected non-interaction effect. From a dataset of NCI-60 drug combinations with 297,098 pairs across 59 cell lines. (1) Drug 1: CC1=CC2C(CCC3(C2CCC3(C(=O)C)OC(=O)C)C)C4(C1=CC(=O)CC4)C. Drug 2: CC1=C2C(C(=O)C3(C(CC4C(C3C(C(C2(C)C)(CC1OC(=O)C(C(C5=CC=CC=C5)NC(=O)C6=CC=CC=C6)O)O)OC(=O)C7=CC=CC=C7)(CO4)OC(=O)C)O)C)OC(=O)C. Cell line: OVCAR-5. Synergy scores: CSS=34.0, Synergy_ZIP=2.56, Synergy_Bliss=5.33, Synergy_Loewe=-46.0, Synergy_HSA=2.69. (2) Drug 1: C1=CN(C=N1)CC(O)(P(=O)(O)O)P(=O)(O)O. Drug 2: CS(=O)(=O)OCCCCOS(=O)(=O)C. Cell line: 786-0. Synergy scores: CSS=0.936, Synergy_ZIP=-0.535, Synergy_Bliss=-1.16, Synergy_Loewe=-0.844, Synergy_HSA=-2.01. (3) Drug 1: C1=C(C(=O)NC(=O)N1)N(CCCl)CCCl. Drug 2: C(CN)CNCCSP(=O)(O)O. Cell line: SF-539. Synergy scores: CSS=20.8, Synergy_ZIP=0.164, Synergy_Bliss=-0.187, Synergy_Loewe=-24.9, Synergy_HSA=-0.984. (4) Drug 1: CC1=CC=C(C=C1)C2=CC(=NN2C3=CC=C(C=C3)S(=O)(=O)N)C(F)(F)F. Drug 2: C1=NC2=C(N=C(N=C2N1C3C(C(C(O3)CO)O)F)Cl)N. Cell line: SNB-19. Synergy scores: CSS=24.9, Synergy_ZIP=-3.98, Synergy_Bliss=1.79, Synergy_Loewe=-64.8, Synergy_HSA=-2.60. (5) Drug 1: CC1=C(C=C(C=C1)C(=O)NC2=CC(=CC(=C2)C(F)(F)F)N3C=C(N=C3)C)NC4=NC=CC(=N4)C5=CN=CC=C5. Drug 2: COCCOC1=C(C=C2C(=C1)C(=NC=N2)NC3=CC=CC(=C3)C#C)OCCOC.Cl. Cell line: CCRF-CEM. Synergy scores: CSS=-5.51, Synergy_ZIP=3.75, Synergy_Bliss=3.17, Synergy_Loewe=-3.48, Synergy_HSA=-3.48. (6) Cell line: SNB-19. Synergy scores: CSS=-4.66, Synergy_ZIP=4.28, Synergy_Bliss=-7.38, Synergy_Loewe=-17.3, Synergy_HSA=-16.2. Drug 2: C1=CC=C(C=C1)NC(=O)CCCCCCC(=O)NO. Drug 1: CC1=C(C=C(C=C1)C(=O)NC2=CC(=CC(=C2)C(F)(F)F)N3C=C(N=C3)C)NC4=NC=CC(=N4)C5=CN=CC=C5.